This data is from Experimentally validated miRNA-target interactions with 360,000+ pairs, plus equal number of negative samples. The task is: Binary Classification. Given a miRNA mature sequence and a target amino acid sequence, predict their likelihood of interaction. (1) The miRNA is hsa-miR-1228-3p with sequence UCACACCUGCCUCGCCCCCC. The protein sequence of the target gene is MSTPPLAASGMAPGPFAGPQAQQAAREVNTASLCRIGQETVQDIVYRTMEIFQLLRNMQLPNGVTYHTGTYQDRLTKLQDNLRQLSVLFRKLRLVYDKCNENCGGMDPIPVEQLIPYVEEDGSKNDDRAGPPRFASEERREIAEVNKKLKQKNQQLKQIMDQLRNLIWDINAMLAMRN. Result: 0 (no interaction). (2) Result: 0 (no interaction). The protein sequence of the target gene is MAAAAAAAGDSDSWDADAFSVEDPVRKVGGGGTAGGDRWEGEDEDEDVKDNWDDDDDEKKEEAEVKPEVKISEKKKIAEKIKEKERQQKKRQEEIKKRLEEPEEPKVLTPEEQLADKLRLKKLQEESDLELAKETFGVNNAVYGIDAMNPSSRDDFTEFGKLLKDKITQYEKSLYYASFLEVLVRDVCISLEIDDLKKITNSLTVLCSEKQKQEKQSKAKKKKKGVVPGGGLKATMKDDLADYGGYDGGYVQDYEDFM. The miRNA is hsa-miR-30a-3p with sequence CUUUCAGUCGGAUGUUUGCAGC. (3) The miRNA is cel-miR-239a-5p with sequence UUUGUACUACACAUAGGUACUGG. The protein sequence of the target gene is MQFPMGPACIFLRKGIAEKQRERPLGQDELDELREAFLEFDKDQDGFISYKDLGNLMRTMGYMPTEMELTELGQQIRMNLGGRVDFEDFVELMTPKLLAETAGMIGVQEMRDAFKEFDANGDGEITLAELQQAMQRLLGEKLTPREIAEVVQEADINGDGTVDFEEFVKMMSR. Result: 0 (no interaction). (4) The miRNA is hsa-miR-1185-1-3p with sequence AUAUACAGGGGGAGACUCUUAU. The protein sequence of the target gene is MSYRRELEKYRDLDEDEILGALTEEELRTLENELDELDPDNALLPAGLRQKDQTTKAPTGPFKREELLDHLEKQAKEFKDREDLVPYTGEKRGKVWVPKQKPLDPVLESVTLEPELEEALANASDAELCDIAAILGMHTLMSNQQYYQALSSSSIMNKEGLNSVIKPTQYKPVPDEEPNSTDVEETLERIKNNDPKLEEVNLNNIRNIPIPTLKAYAEALKENSYVKKFSIVGTRSNDPVAYALAEMLKENKVLKTLNVESNFISGAGILRLVEALPYNTSLVEMKIDNQSQPLGNKVEM.... Result: 1 (interaction). (5) The miRNA is hsa-miR-503-3p with sequence GGGGUAUUGUUUCCGCUGCCAGG. The protein sequence of the target gene is MSTTFPGLVHDAEIRHDGSNSYRLMQLGCLESVANSTVAYSSSSPLTYSTTGTEFASPYFSTNHQYTPLHHQSFHYEFQHSHPAVTPDAYSLNSLHHSQQYYQQIHHGEPTDFINLHNARALKSSCLDEQRRELGCLDAYRRHDLSLMSHGSQYGMHPDQRLLPGPSLGLAAAGADDLQGSVEAQCGIVLNGQGGVIRRGGTCVVNPTDLFCSVPGRLSLLSSTSKYKVTIAEVKRRLSPPECLNASLLGGILRRAKSKNGGRCLREKLDRLGLNLPAGRRKAANVTLLTSLVEGEALHL.... Result: 0 (no interaction). (6) The miRNA is mmu-miR-204-5p with sequence UUCCCUUUGUCAUCCUAUGCCU. The protein sequence of the target gene is MTDSIPLQPVRHKKRVDSRPRAGCCEWLRCCGGGEPRPRTVWLGHPEKRDQRYPRNVINNQKYNFFTFLPGVLFSQFRYFFNFYFLLLACSQFVPEMRLGALYTYWVPLGFVLAVTIIREAVEEIRCYVRDKEMNSQVYSRLTSRGTVKVKSSNIQVGDLILVEKNQRVPADMIFLRTSEKNGSCFLRTDQLDGETDWKLRLPVACTQRLPTAADLLQIRSYVYAEEPNIDIHNFLGTFTREDSDPPISESLSIENTLWAGTVIASGTVVGVVLYTGRELRSVMNTSDPRSKIGLFDLEV.... Result: 0 (no interaction). (7) The miRNA is mmu-miR-290a-5p with sequence ACUCAAACUAUGGGGGCACUUU. The protein sequence of the target gene is MASCPDSDNSWVLAGSENLPVETLGPEPRMDPESEGASQALRDSSKADGKELAGTLDGEEKLFQTESSQRETAVLTESAAKGTLGADGHGTEAPGDTVVQEDSQETPVATSLGPDTQDLESEIHPQNLPSSPRAVWKEHRCSSSDDDTDVDVEGLRRRRGREPSSSQPVVPVDVEDQAKGEGIGGELGISLNMCFLGALVLLGLGILLFSGTLLEPETGPMEEAELQVFPETGPETELVETLGNRQDEIEHLQASSVPPDSVPSLQSMGFLLDKLAKENQDIRLLQAQLQAQKEELQSLL.... Result: 1 (interaction).